The task is: Predict the product of the given reaction.. This data is from Forward reaction prediction with 1.9M reactions from USPTO patents (1976-2016). (1) Given the reactants Br[C:2]1[C:3]([NH:9][CH:10]2[CH2:14][CH2:13][CH2:12][CH2:11]2)=[N:4][C:5]([Cl:8])=[N:6][CH:7]=1.[Cl-].[Li+].C([O-])(=O)C.[K+].[CH3:22][CH:23]([OH:27])[C:24]#[C:25][CH3:26], predict the reaction product. The product is: [Cl:8][C:5]1[N:6]=[CH:7][C:2]2[C:25]([CH3:26])=[C:24]([CH:23]([OH:27])[CH3:22])[N:9]([CH:10]3[CH2:14][CH2:13][CH2:12][CH2:11]3)[C:3]=2[N:4]=1. (2) Given the reactants [NH2:1][C@@H:2]([C:5]1[CH:10]=[C:9]([F:11])[CH:8]=[C:7]([Br:12])[CH:6]=1)[CH2:3][OH:4].[CH3:13][C:14]([O:17][C:18](O[C:18]([O:17][C:14]([CH3:16])([CH3:15])[CH3:13])=[O:19])=[O:19])([CH3:16])[CH3:15], predict the reaction product. The product is: [Br:12][C:7]1[CH:6]=[C:5]([C@H:2]([NH:1][C:18](=[O:19])[O:17][C:14]([CH3:16])([CH3:15])[CH3:13])[CH2:3][OH:4])[CH:10]=[C:9]([F:11])[CH:8]=1.